Dataset: Reaction yield outcomes from USPTO patents with 853,638 reactions. Task: Predict the reaction yield, written as a fraction of the theoretical maximum amount of product (1.0 means a 100% yield; for example, 0.34 means a 34% yield). (1) The reactants are [CH2:1]([NH3+:7])[C@H:2]([OH:6])[C:3]([O-:5])=[O:4].CN1CCOCC1.[CH3:15][C:16]([O:19][C:20](O[C:20]([O:19][C:16]([CH3:18])([CH3:17])[CH3:15])=[O:21])=[O:21])([CH3:18])[CH3:17].NCC(O)=O.C([O-])(O)=O.[Na+]. The catalyst is O1CCOCC1.O. The product is [C:20]([NH:7][CH2:1][C@H:2]([OH:6])[C:3]([OH:5])=[O:4])([O:19][C:16]([CH3:18])([CH3:17])[CH3:15])=[O:21]. The yield is 0.815. (2) The reactants are C(=O)([O-])[O-].[Na+].[Na+].CC1(C)C(C)(C)OB([C:15]2[CH:16]=[C:17]3[C:22](=[CH:23][CH:24]=2)[O:21][CH2:20][CH2:19][CH2:18]3)O1.Br[C:27]1[C:28]([C:34](=[O:40])[C:35]([O:37][CH2:38][CH3:39])=[O:36])=[C:29]([CH3:33])[S:30][C:31]=1[CH3:32]. The catalyst is O.CN(C)C=O.C1(P(C2C=CC=CC=2)C2C=CC=CC=2)C=CC=CC=1.C1(P(C2C=CC=CC=2)C2C=CC=CC=2)C=CC=CC=1.C1(P(C2C=CC=CC=2)C2C=CC=CC=2)C=CC=CC=1.C1(P(C2C=CC=CC=2)C2C=CC=CC=2)C=CC=CC=1.[Pd]. The product is [O:21]1[C:22]2[CH:23]=[CH:24][C:15]([C:27]3[C:28]([C:34](=[O:40])[C:35]([O:37][CH2:38][CH3:39])=[O:36])=[C:29]([CH3:33])[S:30][C:31]=3[CH3:32])=[CH:16][C:17]=2[CH2:18][CH2:19][CH2:20]1. The yield is 0.380.